Dataset: Catalyst prediction with 721,799 reactions and 888 catalyst types from USPTO. Task: Predict which catalyst facilitates the given reaction. (1) Reactant: [C:1](Cl)(Cl)=[S:2].[Cl:5][C:6]1[CH:12]=[C:11]([O:13][CH3:14])[CH:10]=[C:9]([Cl:15])[C:7]=1[NH2:8]. Product: [Cl:5][C:6]1[CH:12]=[C:11]([O:13][CH3:14])[CH:10]=[C:9]([Cl:15])[C:7]=1[N:8]=[C:1]=[S:2]. The catalyst class is: 685. (2) Reactant: [F:1][C:2]([F:14])([F:13])[C:3]1[CH:4]=[C:5]([NH:9][C:10]([NH2:12])=[O:11])[CH:6]=[CH:7][CH:8]=1.[C:15]([C:17]1[CH:24]=[CH:23][C:20]([CH:21]=O)=[CH:19][CH:18]=1)#[N:16].[CH3:25][CH:26]([CH3:33])[C:27](=[O:32])[CH2:28][C:29](=O)[CH3:30]. The catalyst class is: 7. Product: [C:27]([C:28]1[CH:21]([C:20]2[CH:23]=[CH:24][C:17]([C:15]#[N:16])=[CH:18][CH:19]=2)[NH:12][C:10](=[O:11])[N:9]([C:5]2[CH:6]=[CH:7][CH:8]=[C:3]([C:2]([F:13])([F:14])[F:1])[CH:4]=2)[C:29]=1[CH3:30])(=[O:32])[CH:26]([CH3:33])[CH3:25].